The task is: Regression. Given two drug SMILES strings and cell line genomic features, predict the synergy score measuring deviation from expected non-interaction effect.. This data is from NCI-60 drug combinations with 297,098 pairs across 59 cell lines. (1) Drug 1: CNC(=O)C1=CC=CC=C1SC2=CC3=C(C=C2)C(=NN3)C=CC4=CC=CC=N4. Drug 2: C(CCl)NC(=O)N(CCCl)N=O. Cell line: HT29. Synergy scores: CSS=-9.51, Synergy_ZIP=0.784, Synergy_Bliss=-6.96, Synergy_Loewe=-10.7, Synergy_HSA=-10.1. (2) Drug 1: CC1C(C(CC(O1)OC2CC(OC(C2O)C)OC3=CC4=CC5=C(C(=O)C(C(C5)C(C(=O)C(C(C)O)O)OC)OC6CC(C(C(O6)C)O)OC7CC(C(C(O7)C)O)OC8CC(C(C(O8)C)O)(C)O)C(=C4C(=C3C)O)O)O)O. Drug 2: B(C(CC(C)C)NC(=O)C(CC1=CC=CC=C1)NC(=O)C2=NC=CN=C2)(O)O. Cell line: CCRF-CEM. Synergy scores: CSS=94.0, Synergy_ZIP=4.76, Synergy_Bliss=4.36, Synergy_Loewe=1.05, Synergy_HSA=4.84. (3) Drug 1: CCCS(=O)(=O)NC1=C(C(=C(C=C1)F)C(=O)C2=CNC3=C2C=C(C=N3)C4=CC=C(C=C4)Cl)F. Drug 2: CC1OCC2C(O1)C(C(C(O2)OC3C4COC(=O)C4C(C5=CC6=C(C=C35)OCO6)C7=CC(=C(C(=C7)OC)O)OC)O)O. Cell line: HCC-2998. Synergy scores: CSS=3.14, Synergy_ZIP=2.98, Synergy_Bliss=4.28, Synergy_Loewe=-13.6, Synergy_HSA=-5.91. (4) Drug 1: CC1=C(C=C(C=C1)NC2=NC=CC(=N2)N(C)C3=CC4=NN(C(=C4C=C3)C)C)S(=O)(=O)N.Cl. Drug 2: CC12CCC3C(C1CCC2=O)CC(=C)C4=CC(=O)C=CC34C. Cell line: LOX IMVI. Synergy scores: CSS=14.2, Synergy_ZIP=1.23, Synergy_Bliss=-4.99, Synergy_Loewe=-3.17, Synergy_HSA=-3.71.